Dataset: Catalyst prediction with 721,799 reactions and 888 catalyst types from USPTO. Task: Predict which catalyst facilitates the given reaction. (1) Product: [C:47]([C:44]1[CH:45]=[C:46]2[C:41](=[CH:42][C:43]=1[O:49][CH2:50][C:51]1[CH:56]=[CH:55][CH:54]=[CH:53][CH:52]=1)[N:40]=[CH:39][CH:38]=[C:37]2[O:17][C:18]1[CH:23]=[CH:22][C:21]([NH:24][C:25]([NH:27][C:28]2[CH:33]=[CH:32][C:31]([O:34][CH3:35])=[CH:30][CH:29]=2)=[O:26])=[CH:20][CH:19]=1)#[N:48]. Reactant: CN1CCCC1=O.C(N(C(C)C)CC)(C)C.[OH:17][C:18]1[CH:23]=[CH:22][C:21]([NH:24][C:25]([NH:27][C:28]2[CH:33]=[CH:32][C:31]([O:34][CH3:35])=[CH:30][CH:29]=2)=[O:26])=[CH:20][CH:19]=1.Cl[C:37]1[C:46]2[C:41](=[CH:42][C:43]([O:49][CH2:50][C:51]3[CH:56]=[CH:55][CH:54]=[CH:53][CH:52]=3)=[C:44]([C:47]#[N:48])[CH:45]=2)[N:40]=[CH:39][CH:38]=1. The catalyst class is: 362. (2) Reactant: C([Li])CCC.Br[C:7]1[C:11]([Br:12])=[CH:10][S:9][CH:8]=1.[C:13](=[O:15])=[O:14].[OH-].[Na+]. Product: [Br:12][C:11]1[C:7]([C:13]([OH:15])=[O:14])=[CH:8][S:9][CH:10]=1. The catalyst class is: 316. (3) Reactant: [C:1]([C:3]1[CH:8]=[CH:7][C:6](B(O)O)=[CH:5][CH:4]=1)#[N:2].C([O-])([O-])=O.[Na+].[Na+].C(O)C.FC1C=C([C:29]2[C:34](=[O:35])[N:33]3[CH:36]=[CH:37][S:38][C:32]3=[N:31][C:30]=2[CH3:39])C=C(F)C=1. Product: [CH3:39][C:30]1[N:31]=[C:32]2[S:38][CH:37]=[CH:36][N:33]2[C:34](=[O:35])[C:29]=1[C:6]1[CH:7]=[CH:8][C:3]([C:1]#[N:2])=[CH:4][CH:5]=1. The catalyst class is: 93. (4) Reactant: C([O:3][C:4](=[O:40])[CH2:5][C:6]1[CH:11]=[CH:10][C:9]([C:12]2[CH:17]=[CH:16][C:15]([C:18]3[O:22][N:21]=[C:20]([CH3:23])[C:19]=3[NH:24][C:25]([O:27][CH:28]([C:30]3[CH:35]=[CH:34][CH:33]=[CH:32][C:31]=3[C:36]([F:39])([F:38])[F:37])[CH3:29])=[O:26])=[CH:14][CH:13]=2)=[CH:8][CH:7]=1)C.[OH-].[Li+]. Product: [CH3:23][C:20]1[C:19]([NH:24][C:25]([O:27][CH:28]([C:30]2[CH:35]=[CH:34][CH:33]=[CH:32][C:31]=2[C:36]([F:38])([F:37])[F:39])[CH3:29])=[O:26])=[C:18]([C:15]2[CH:16]=[CH:17][C:12]([C:9]3[CH:8]=[CH:7][C:6]([CH2:5][C:4]([OH:40])=[O:3])=[CH:11][CH:10]=3)=[CH:13][CH:14]=2)[O:22][N:21]=1. The catalyst class is: 5. (5) Reactant: [F:1][CH:2]([F:40])[C:3]1[N:7]([C:8]2[N:13]=[C:12]3[N:14]([CH:17]4[CH2:22][CH2:21][N:20]([S:23]([CH:26]=[CH2:27])(=[O:25])=[O:24])[CH2:19][CH2:18]4)[N:15]=[CH:16][C:11]3=[C:10]([N:28]3[CH2:33][CH2:32][O:31][CH2:30][CH2:29]3)[N:9]=2)[C:6]2[CH:34]=[CH:35][CH:36]=[C:37]([O:38][CH3:39])[C:5]=2[N:4]=1.[CH3:41][NH:42][CH3:43]. Product: [F:40][CH:2]([F:1])[C:3]1[N:7]([C:8]2[N:13]=[C:12]3[N:14]([CH:17]4[CH2:18][CH2:19][N:20]([S:23]([CH2:26][CH2:27][N:42]([CH3:43])[CH3:41])(=[O:24])=[O:25])[CH2:21][CH2:22]4)[N:15]=[CH:16][C:11]3=[C:10]([N:28]3[CH2:29][CH2:30][O:31][CH2:32][CH2:33]3)[N:9]=2)[C:6]2[CH:34]=[CH:35][CH:36]=[C:37]([O:38][CH3:39])[C:5]=2[N:4]=1. The catalyst class is: 20. (6) Reactant: [F:1][C:2]1[CH:16]=[CH:15][CH:14]=[C:13]([F:17])[C:3]=1[O:4][CH:5]1[CH2:10][CH2:9][CH:8]([CH2:11][OH:12])[CH2:7][CH2:6]1.[F:18][C:19]1[CH:26]=[CH:25][CH:24]=[C:23](F)[C:20]=1[C:21]#[N:22].CC(C)([O-])C.[K+]. Product: [F:1][C:2]1[CH:16]=[CH:15][CH:14]=[C:13]([F:17])[C:3]=1[O:4][CH:5]1[CH2:10][CH2:9][CH:8]([CH2:11][O:12][C:23]2[CH:24]=[CH:25][CH:26]=[C:19]([F:18])[C:20]=2[C:21]#[N:22])[CH2:7][CH2:6]1. The catalyst class is: 9. (7) Reactant: [Cl:1][C:2]1[CH:3]=[C:4]([CH:12]=[CH:13][C:14]=1[Cl:15])[O:5][CH:6]1[CH2:11][CH2:10][NH:9][CH2:8][CH2:7]1.[O:16]1[CH2:18][CH:17]1[CH2:19][CH2:20][N:21]1[C:29](=[O:30])[C:28]2[C:23](=[CH:24][CH:25]=[CH:26][CH:27]=2)[C:22]1=[O:31]. Product: [Cl:1][C:2]1[CH:3]=[C:4]([CH:12]=[CH:13][C:14]=1[Cl:15])[O:5][CH:6]1[CH2:11][CH2:10][N:9]([CH2:18][CH:17]([OH:16])[CH2:19][CH2:20][N:21]2[C:29](=[O:30])[C:28]3[C:23](=[CH:24][CH:25]=[CH:26][CH:27]=3)[C:22]2=[O:31])[CH2:8][CH2:7]1. The catalyst class is: 8. (8) Reactant: [CH3:1][Si:2]([CH3:19])([CH3:18])[CH2:3][CH2:4][O:5][CH2:6][N:7]1[C:11]2[CH:12]=[CH:13][CH:14]=[CH:15][C:10]=2[N:9]=[C:8]1[CH:16]=O.[NH2:20][CH:21]1[C:30]2[N:29]=[CH:28][CH:27]=[CH:26][C:25]=2[CH2:24][CH2:23][CH2:22]1. Product: [CH3:1][Si:2]([CH3:19])([CH3:18])[CH2:3][CH2:4][O:5][CH2:6][N:7]1[C:11]2[CH:12]=[CH:13][CH:14]=[CH:15][C:10]=2[N:9]=[C:8]1[CH2:16][NH:20][CH:21]1[C:30]2[N:29]=[CH:28][CH:27]=[CH:26][C:25]=2[CH2:24][CH2:23][CH2:22]1. The catalyst class is: 5.